This data is from Full USPTO retrosynthesis dataset with 1.9M reactions from patents (1976-2016). The task is: Predict the reactants needed to synthesize the given product. (1) The reactants are: Cl.[C:2](Cl)(=O)[C:3]1[CH:8]=[CH:7][N:6]=[CH:5][CH:4]=1.[CH2:11]([NH:13][C:14](=[S:17])[NH:15][NH2:16])[CH3:12].[OH-].[Na+]. Given the product [CH2:11]([N:13]1[C:2]([C:3]2[CH:8]=[CH:7][N:6]=[CH:5][CH:4]=2)=[N:16][NH:15][C:14]1=[S:17])[CH3:12], predict the reactants needed to synthesize it. (2) Given the product [F:40][C:2]([F:1])([F:39])[O:3][C:4]1[CH:5]=[CH:6][C:7]([CH:10]2[C:14]3[C:15]([CH3:35])=[C:16]([N:21]4[CH2:22][CH2:23][N:24]([C:27]5[CH:32]=[CH:31][C:30]([O:33][CH3:34])=[CH:29][CH:28]=5)[CH2:25][CH2:26]4)[C:17]([CH3:20])=[C:18]([CH3:19])[C:13]=3[O:12][C:11]2([CH3:36])[CH3:37])=[CH:8][CH:9]=1, predict the reactants needed to synthesize it. The reactants are: [F:1][C:2]([F:40])([F:39])[O:3][C:4]1[CH:9]=[CH:8][C:7]([C:10]2(O)[C:14]3[C:15]([CH3:35])=[C:16]([N:21]4[CH2:26][CH2:25][N:24]([C:27]5[CH:32]=[CH:31][C:30]([O:33][CH3:34])=[CH:29][CH:28]=5)[CH2:23][CH2:22]4)[C:17]([CH3:20])=[C:18]([CH3:19])[C:13]=3[O:12][C:11]2([CH3:37])[CH3:36])=[CH:6][CH:5]=1. (3) Given the product [NH2:11][CH:12]([CH2:23][CH2:24][P:25]([O:34][CH:35]([C:38](=[O:51])[NH:39][CH2:40][C:41]([OH:43])=[O:42])[CH2:36][CH3:37])([O:27][C:28]1[CH:33]=[CH:32][CH:31]=[CH:30][CH:29]=1)=[O:26])[C:13]([OH:15])=[O:14], predict the reactants needed to synthesize it. The reactants are: C(OC([NH:11][CH:12]([CH2:23][CH2:24][P:25]([O:34][CH:35]([C:38](=[O:51])[NH:39][CH2:40][C:41]([O:43]CC1C=CC=CC=1)=[O:42])[CH2:36][CH3:37])([O:27][C:28]1[CH:33]=[CH:32][CH:31]=[CH:30][CH:29]=1)=[O:26])[C:13]([O:15]CC1C=CC=CC=1)=[O:14])=O)C1C=CC=CC=1.[H][H]. (4) Given the product [CH2:33]([NH:35][C:17]([C:15]1[CH:16]=[C:11]2[N:10]=[C:9]([NH:8][C:6](=[O:7])[C:5]3[CH:26]=[CH:27][CH:28]=[C:3]([C:1]#[N:2])[CH:4]=3)[N:20]([CH2:21][CH2:22][CH2:23][O:24][CH3:25])[C:12]2=[N:13][CH:14]=1)=[O:19])[CH2:32][CH2:31][CH3:30], predict the reactants needed to synthesize it. The reactants are: [C:1]([C:3]1[CH:4]=[C:5]([CH:26]=[CH:27][CH:28]=1)[C:6]([NH:8][C:9]1[N:20]([CH2:21][CH2:22][CH2:23][O:24][CH3:25])[C:12]2=[N:13][CH:14]=[C:15]([C:17]([OH:19])=O)[CH:16]=[C:11]2[N:10]=1)=[O:7])#[N:2].C1C=[C:33]2[N:35]=NN(O)[C:32]2=[CH:31][CH:30]=1.O.C(Cl)CCl.C(N)CCC. (5) Given the product [Br:1][C:2]1[CH:9]=[CH:8][C:5]([CH:6]=[N:10][OH:11])=[CH:4][CH:3]=1, predict the reactants needed to synthesize it. The reactants are: [Br:1][C:2]1[CH:9]=[CH:8][C:5]([CH:6]=O)=[CH:4][CH:3]=1.[NH2:10][OH:11].Cl.O.